From a dataset of Reaction yield outcomes from USPTO patents with 853,638 reactions. Predict the reaction yield, written as a fraction of the theoretical maximum amount of product (1.0 means a 100% yield; for example, 0.34 means a 34% yield). (1) The yield is 0.0400. The product is [NH2:1][C:2]1[N:7]=[C:6]([NH:8][C:9]([C:11]2[CH:16]=[CH:15][CH:14]=[CH:13][C:12]=2[F:17])=[O:10])[CH:5]=[CH:4][C:3]=1[C:6]1[N:7]([CH3:2])[N:29]=[C:27]([C:11]2[CH:16]=[CH:15][CH:14]=[CH:13][CH:12]=2)[CH:28]=1. The catalyst is O1CCOCC1.O. The reactants are [NH2:1][C:2]1[N:7]=[C:6]([NH:8][C:9]([C:11]2[CH:16]=[CH:15][CH:14]=[CH:13][C:12]=2[F:17])=[O:10])[CH:5]=[CH:4][C:3]=1Br.[O-]P([O-])([O-])=O.[K+].[K+].[K+].[C:27](#[N:29])[CH3:28]. (2) The reactants are C([Li])CCC.CCCCCC.Cl[CH2:13][CH2:14][I:15].[CH3:16][O:17][C:18]1C=C[C:21]([C:24]([F:27])([F:26])[F:25])=[N:22][CH:23]=1. The catalyst is C1COCC1. The product is [I:15][C:14]1[C:18]([O:17][CH3:16])=[CH:23][N:22]=[C:21]([C:24]([F:27])([F:26])[F:25])[CH:13]=1. The yield is 0.160. (3) The reactants are [CH3:1][CH:2]([CH3:15])[CH2:3][CH:4]([CH2:11][N+:12]([O-:14])=[O:13])[CH2:5][C:6]([O:8]CC)=[O:7].[OH-].[Li+]. The catalyst is C1COCC1.O. The product is [N+:12]([CH2:11][CH:4]([CH2:3][CH:2]([CH3:15])[CH3:1])[CH2:5][C:6]([OH:8])=[O:7])([O-:14])=[O:13]. The yield is 0.850.